This data is from Reaction yield outcomes from USPTO patents with 853,638 reactions. The task is: Predict the reaction yield, written as a fraction of the theoretical maximum amount of product (1.0 means a 100% yield; for example, 0.34 means a 34% yield). (1) The reactants are [NH2:1][CH2:2][CH2:3][O:4][CH2:5][CH2:6][O:7][CH2:8][CH2:9][O:10][CH2:11][CH2:12][C:13]([NH:15][C:16]1[CH:21]=[CH:20][CH:19]=[C:18]([CH:22]2[C:31]3[C:26](=[C:27]([Cl:33])[CH:28]=[C:29]([Cl:32])[CH:30]=3)[CH2:25][N:24]([CH3:34])[CH2:23]2)[CH:17]=1)=[O:14].[OH:35][C@H:36]([C@@H:47]([OH:58])[C:48]([O:50]N1C(=O)CCC1=O)=O)[C:37]([O:39]N1C(=O)CCC1=O)=O.[CH2:59]([N:61]([CH2:64][CH3:65])[CH2:62][CH3:63])C. The catalyst is CN(C=O)C. The product is [Cl:32][C:29]1[CH:30]=[C:31]2[C:26](=[C:27]([Cl:33])[CH:28]=1)[CH2:25][N:24]([CH3:34])[CH2:23][CH:22]2[C:18]1[CH:17]=[C:16]([NH:15][C:13](=[O:14])[CH2:12][CH2:11][O:10][CH2:9][CH2:8][O:7][CH2:6][CH2:5][O:4][CH2:3][CH2:2][NH:1][C:37](=[O:39])[C@H:36]([OH:35])[C@@H:47]([OH:58])[C:48]([NH:1][CH2:2][CH2:3][O:4][CH2:5][CH2:6][O:7][CH2:8][CH2:9][O:10][CH2:11][CH2:12][C:13](=[O:14])[NH:15][C:16]2[CH:21]=[CH:20][CH:19]=[C:18]([CH:63]3[C:31]4[C:65](=[C:27]([Cl:33])[CH:28]=[C:29]([Cl:32])[CH:30]=4)[CH2:64][N:61]([CH3:59])[CH2:62]3)[CH:17]=2)=[O:50])[CH:21]=[CH:20][CH:19]=1. The yield is 0.560. (2) The reactants are [O:1]=[C:2]1[C:11]([C:12]2[CH:16]=[CH:15][N:14]([C:17]3[CH:22]=[CH:21][CH:20]=[CH:19][CH:18]=3)[N:13]=2)=[CH:10][C:9]2[C:4](=[CH:5][C:6]([N:23]3[CH2:28][CH2:27][N:26](C(OC(C)(C)C)=O)[CH2:25][CH2:24]3)=[CH:7][CH:8]=2)[O:3]1. The catalyst is C(Cl)Cl.FC(F)(F)C(O)=O. The product is [C:17]1([N:14]2[CH:15]=[CH:16][C:12]([C:11]3[C:2](=[O:1])[O:3][C:4]4[C:9]([CH:10]=3)=[CH:8][CH:7]=[C:6]([N:23]3[CH2:28][CH2:27][NH:26][CH2:25][CH2:24]3)[CH:5]=4)=[N:13]2)[CH:18]=[CH:19][CH:20]=[CH:21][CH:22]=1. The yield is 0.840. (3) The reactants are [OH:1][C:2]1[C:10]([OH:11])=[CH:9][CH:8]=[CH:7][C:3]=1[C:4]([OH:6])=O.CCN=C=NCCCN(C)C.[NH2:23][CH2:24][CH2:25][O:26][CH2:27][CH2:28][O:29][CH2:30][CH2:31][NH:32][C:33](=[O:59])[CH2:34][C@@H:35]1[N:41]=[C:40]([C:42]2[CH:47]=[CH:46][C:45]([Cl:48])=[CH:44][CH:43]=2)[C:39]2[CH:49]=[C:50]([O:53][CH3:54])[CH:51]=[CH:52][C:38]=2[N:37]2[C:55]([CH3:58])=[N:56][N:57]=[C:36]12. The catalyst is C(Cl)Cl.CN(C=O)C.CN(C1C=CN=CC=1)C. The product is [Cl:48][C:45]1[CH:44]=[CH:43][C:42]([C:40]2[C:39]3[CH:49]=[C:50]([O:53][CH3:54])[CH:51]=[CH:52][C:38]=3[N:37]3[C:55]([CH3:58])=[N:56][N:57]=[C:36]3[C@H:35]([CH2:34][C:33]([NH:32][CH2:31][CH2:30][O:29][CH2:28][CH2:27][O:26][CH2:25][CH2:24][NH:23][C:4](=[O:6])[C:3]3[CH:7]=[CH:8][CH:9]=[C:10]([OH:11])[C:2]=3[OH:1])=[O:59])[N:41]=2)=[CH:47][CH:46]=1. The yield is 0.0740. (4) The reactants are [CH2:1]([C:3]1[N:13]([C:14]2[CH:19]=[CH:18][C:17]([CH2:20][CH2:21][NH:22][C:23]([NH:25][S:26]([C:29]3[CH:34]=[CH:33][C:32]([CH3:35])=[CH:31][CH:30]=3)(=[O:28])=[O:27])=[O:24])=[CH:16][CH:15]=2)[C:6]2=[N:7][C:8]([CH3:12])=[CH:9][C:10]([CH3:11])=[C:5]2[N:4]=1)[CH3:2].[CH:36]([N-]C(C)C)(C)C.[Li+].CI.P([O-])([O-])([O-])=O. The catalyst is C1COCC1. The product is [CH2:1]([C:3]1[N:13]([C:14]2[CH:15]=[CH:16][C:17]([CH2:20][CH2:21][NH:22][C:23]([N:25]([CH3:36])[S:26]([C:29]3[CH:34]=[CH:33][C:32]([CH3:35])=[CH:31][CH:30]=3)(=[O:28])=[O:27])=[O:24])=[CH:18][CH:19]=2)[C:6]2=[N:7][C:8]([CH3:12])=[CH:9][C:10]([CH3:11])=[C:5]2[N:4]=1)[CH3:2]. The yield is 0.0500.